From a dataset of Reaction yield outcomes from USPTO patents with 853,638 reactions. Predict the reaction yield, written as a fraction of the theoretical maximum amount of product (1.0 means a 100% yield; for example, 0.34 means a 34% yield). (1) The reactants are [OH:1][CH2:2][CH2:3][N:4]([CH:22]([CH3:24])[CH3:23])[C:5]([C:7]1[S:8][C:9]2[CH2:10][CH2:11][O:12][C:13]3[CH:20]=[CH:19][C:18](Br)=[CH:17][C:14]=3[C:15]=2[N:16]=1)=[O:6].CC1(C)C(C)(C)OB([C:33]2[CH:34]=[CH:35][C:36]([NH2:39])=[N:37][CH:38]=2)O1. No catalyst specified. The product is [OH:1][CH2:2][CH2:3][N:4]([CH:22]([CH3:24])[CH3:23])[C:5]([C:7]1[S:8][C:9]2[CH2:10][CH2:11][O:12][C:13]3[CH:20]=[CH:19][C:18]([C:33]4[CH:38]=[N:37][C:36]([NH2:39])=[CH:35][CH:34]=4)=[CH:17][C:14]=3[C:15]=2[N:16]=1)=[O:6]. The yield is 0.130. (2) The reactants are [C:1]([OH:8])(=[O:7])[C:2]#[C:3][C:4]([OH:6])=[O:5].[CH:9]1[CH2:13][CH:12]=[CH:11][CH:10]=1. The catalyst is CCOCC. The product is [CH:11]12[CH2:12][CH:13]([CH:9]=[CH:10]1)[C:3]([C:4]([OH:6])=[O:5])=[C:2]2[C:1]([OH:8])=[O:7]. The yield is 0.400.